Dataset: Experimentally validated miRNA-target interactions with 360,000+ pairs, plus equal number of negative samples. Task: Binary Classification. Given a miRNA mature sequence and a target amino acid sequence, predict their likelihood of interaction. (1) The miRNA is hsa-miR-519a-3p with sequence AAAGUGCAUCCUUUUAGAGUGU. The protein sequence of the target gene is MADKTPGGSQKASSKTRSSDVHSSGSSDAHMDASGPSDSDMPSRTRPKSPRKHNYRNESARESLCDSPHQNLSRPLLENKLKAFSIGKMSTAKRTLSKKEQEELKKKEDEKAAAEIYEEFLAAFEGSDGNKVKTFVRGGVVNAAKEEHETDEKRGKIYKPSSRFADQKNPPNQSSNERPPSLLVIETKKPPLKKGEKEKKKSNLELFKEELKQIQEERDERHKTKGRLSRFEPPQSDSDGQRRSMDAPSRRNRSSGVLDDYAPGSHDVGDPSTTNLYLGNINPQMNEEMLCQEFGRFGPL.... Result: 1 (interaction). (2) The miRNA is mmu-miR-5098 with sequence GUUACAUGGUGAAGCCCAGUU. The protein sequence of the target gene is MSSDASQGVITTPPPPSMPHKERYFDRINENDPEYIRERNMSPDLRQDFNMMEQRKRVTQILQSPAFREDLECLIQEQMKKGHNPTGLLALQQIADYIMANSFSGFSSPPLSLGMVTPINDLPGADTSSYVKGEKLTRCKLASLYRLVDLFGWAHLANTYISVRISKEQDHIIIIPRGLSFSEATASNLVKVNIIGEVVDQGSTNLKIDHTGFSPHAAIYSTRPDVKCVIHIHTLATAAVSSMKCGILPISQESLLLGDVAYYDYQGSLEEQEERIQLQKVLGPSCKVLVLRNHGVVALG.... Result: 0 (no interaction). (3) The miRNA is hsa-miR-125b-5p with sequence UCCCUGAGACCCUAACUUGUGA. The protein sequence of the target gene is MNIHMKRKTIKNLSALENRMLMLDGMPAVRVKTELVESEQGSPNVHNYPDMEAVPLLLNNVKGEPPEDSLPVDHFQTQTEPVDLSINKARTSPTAASSSPVSMTASASSPSSTSTSSSSSSRPASSPTVITSVSSASSSSTVLSPGPLVASASGVGGQQFLHIIHPVPPSSPMNLQSNKLSHVHRIPVVVQSVPVVYTAVRSPGNVNNTIVVPLLEDGRSHGKAQMEPRGLSPRQSKSDSDDDDLPNVTLDSVNETGSTALSIARAVQEVHPSPVSRVRGNRMNNQKFACSISPFSIEST.... Result: 0 (no interaction). (4) The miRNA is hsa-miR-3171 with sequence AGAUGUAUGGAAUCUGUAUAUAUC. The protein sequence of the target gene is MSQSQNAIFTSPTGEENLMNSNHRDSESITDVCSNEDLPEVELVSLLEEQLPQYRLKVDTLFLYENQDWTQSPHQRQHASDALSPVLAEETFRYMILGTDRVEQMTKTYNDIDMVTHLLAERDRDLELAARIGQALLKRNHVLSEQNESLEEQLGQAFDQVNQLQHELCKKDELLRIVSIASEESETDSSCSTPLRFNESFSLSQGLLQLEMLQEKLKELEEENMALRSKACHIKTETVTYEEKEQQLVSDCVKELRETNAQMSRMTEELSGKSDELIRYQEELSSLLSQIVDLQHKLKE.... Result: 0 (no interaction). (5) The miRNA is mmu-miR-669p-5p with sequence AGUUGUGUGUGCAUGUUCAUGUCU. The protein sequence of the target gene is MLVSGRRRLLTALLQAQKWPFQPSRDMRLVQFRAPHLVGPHLGLETGNGGGVINLNAFDPTLPKTMTQFLEQGEATLSVARRALAAQLPVLPWSEVTFLAPVTWPDKVVCVGMNYVDHCKEQNVPVPKEPIIFSKFASSIVGPYDEVVLPPQSQEVDWEVELAVVIGKKGKHIKATDAMAHVAGFTVAHDVSARDWLTRRNGKQWLLGKTFDTFCPLGPALVTKDSVADPHNLKICCRVNGEVVQSSNTNQMVFKTEDLIAWVSQFVTFYPGDVILTGTPPGVGVFRKPPVFLKKGDEVQ.... Result: 0 (no interaction). (6) The miRNA is hsa-miR-129-5p with sequence CUUUUUGCGGUCUGGGCUUGC. The protein sequence of the target gene is MPGDHRRIRGPEESQPPQLYAADEEEAPGTRDPTRLRPVYARAGLLSQAKGSAYLEAGGTKVLCAVSGPRQAEGGERGGGPAGAGGEAPAALRGRLLCDFRRAPFAGRRRRAPPGGCEERELALALQEALEPAVRLGRYPRAQLEVSALLLEDGGSALAAALTAAALALADAGVEMYDLVVGCGLSLAPGPAPTWLLDPTRLEEERAAAGLTVALMPVLNQVAGLLGSGEGGLTESWAEAVRLGLEGCQRLYPVLQQSLVRAARRRGAAAQP. Result: 1 (interaction). (7) The miRNA is mmu-miR-126a-5p with sequence CAUUAUUACUUUUGGUACGCG. The protein sequence of the target gene is MAHGPGALMLKCVVVGDGAVGKTCLLMSYANDAFPEEYVPTVFDHYAVSVTVGGKQYLLGLYDTAGQEDYDRLRPLSYPMTDVFLICFSVVNPASFQNVKEEWVPELKEYAPNVPFLLIGTQIDLRDDPKTLARLNDMKEKPVCVEQGQKLAKEIGACCYVECSALTQKGLKTVFDEAIIAILTPKKHTVKKRIGSRCINCCLIT. Result: 0 (no interaction).